From a dataset of Forward reaction prediction with 1.9M reactions from USPTO patents (1976-2016). Predict the product of the given reaction. (1) Given the reactants [Br:1][C:2]1[CH:3]=[N:4][C:5]2[N:6]([N:8]=[C:9]([C:11]([OH:13])=O)[CH:10]=2)[CH:7]=1.[F:14][C:15]1[CH:24]=[CH:23][CH:22]=[C:21]2[C:16]=1[CH2:17][CH2:18][NH:19][CH:20]2[CH2:25][CH3:26], predict the reaction product. The product is: [Br:1][C:2]1[CH:3]=[N:4][C:5]2[N:6]([N:8]=[C:9]([C:11]([N:19]3[CH2:18][CH2:17][C:16]4[C:21](=[CH:22][CH:23]=[CH:24][C:15]=4[F:14])[CH:20]3[CH2:25][CH3:26])=[O:13])[CH:10]=2)[CH:7]=1. (2) Given the reactants C1C=CC(C(Cl)(C2C(Cl)=CC=CC=2)C2C=CC=CC=2)=CC=1.C(N(C(C)C)CC)(C)C.C([NH:48][C@H:49]([C:54]([OH:56])=[O:55])[CH2:50][C:51](=[O:53])[NH2:52])(OCC1C2C(=CC=CC=2)C2C1=CC=CC=2)=O.[C:57]([C:59]1[CH:86]=[CH:85][C:62]([CH2:63][C@@:64]2([CH3:84])[N:68]3[C:69]([C:72]([OH:74])=O)=[CH:70][N:71]=[C:67]3[N:66]([C:75]3[CH:80]=[C:79]([Cl:81])[CH:78]=[C:77]([Cl:82])[CH:76]=3)[C:65]2=[O:83])=[CH:61][CH:60]=1)#[N:58].CN(C(ON1N=NC2C=CC=NC1=2)=[N+](C)C)C.F[P-](F)(F)(F)(F)F, predict the reaction product. The product is: [C:57]([C:59]1[CH:86]=[CH:85][C:62]([CH2:63][C@@:64]2([CH3:84])[N:68]3[C:69]([C:72]([NH:48][C@H:49]([CH2:50][C:51]([NH2:52])=[O:53])[C:54]([OH:56])=[O:55])=[O:74])=[CH:70][N:71]=[C:67]3[N:66]([C:75]3[CH:80]=[C:79]([Cl:81])[CH:78]=[C:77]([Cl:82])[CH:76]=3)[C:65]2=[O:83])=[CH:61][CH:60]=1)#[N:58]. (3) Given the reactants [N:1]1[CH:6]=[CH:5][CH:4]=[CH:3][C:2]=1[CH2:7][C:8]([N:10]1[C:18]2[C:13](=[CH:14][C:15]([NH2:19])=[CH:16][CH:17]=2)[CH2:12][CH2:11]1)=[O:9].[F:20][C:21]([F:39])([F:38])[C:22]1[CH:23]=[C:24]([CH:35]=[CH:36][CH:37]=1)[NH:25][C:26]1[CH:34]=[CH:33][CH:32]=[CH:31][C:27]=1[C:28](O)=[O:29].Cl.CN(C)CCCN=C=NCC.O.ON1C2C=CC=CC=2N=N1, predict the reaction product. The product is: [N:1]1[CH:6]=[CH:5][CH:4]=[CH:3][C:2]=1[CH2:7][C:8]([N:10]1[C:18]2[C:13](=[CH:14][C:15]([NH:19][C:28](=[O:29])[C:27]3[CH:31]=[CH:32][CH:33]=[CH:34][C:26]=3[NH:25][C:24]3[CH:35]=[CH:36][CH:37]=[C:22]([C:21]([F:20])([F:38])[F:39])[CH:23]=3)=[CH:16][CH:17]=2)[CH2:12][CH2:11]1)=[O:9]. (4) Given the reactants [NH2:1][C:2]1[CH:3]=[C:4]2[C:9](=[C:10]([CH3:12])[CH:11]=1)[CH:8]=[N:7][C:6]([NH:13][C:14]([NH:16][CH2:17][CH3:18])=[O:15])=[CH:5]2.CN(C)C1[CH:22]=[C:23]([CH:27]=CC=1)[C:24](O)=[O:25].C[CH2:32][N:33]([CH:37](C)C)[CH:34]([CH3:36])[CH3:35], predict the reaction product. The product is: [CH3:37][N:33]([CH3:32])[C:34]1[CH:35]=[CH:27][C:23]([C:24]([NH:1][C:2]2[CH:3]=[C:4]3[C:9](=[C:10]([CH3:12])[CH:11]=2)[CH:8]=[N:7][C:6]([NH:13][C:14]([NH:16][CH2:17][CH3:18])=[O:15])=[CH:5]3)=[O:25])=[CH:22][CH:36]=1.